The task is: Predict the reactants needed to synthesize the given product.. This data is from Full USPTO retrosynthesis dataset with 1.9M reactions from patents (1976-2016). The reactants are: Cl[C:2]1[C:7]([N+:8]([O-:10])=[O:9])=[CH:6][CH:5]=[C:4]([Cl:11])[N:3]=1.[CH3:12][NH2:13].C(=O)([O-])[O-].[Na+].[Na+]. Given the product [Cl:11][C:4]1[N:3]=[C:2]([NH:13][CH3:12])[C:7]([N+:8]([O-:10])=[O:9])=[CH:6][CH:5]=1, predict the reactants needed to synthesize it.